This data is from Forward reaction prediction with 1.9M reactions from USPTO patents (1976-2016). The task is: Predict the product of the given reaction. (1) Given the reactants [CH3:1][O:2][C:3](=[O:13])[C:4]1[CH:9]=[CH:8][C:7]([O:10][CH3:11])=[N:6][C:5]=1Cl.[CH3:14][CH:15]([SH:17])[CH3:16], predict the reaction product. The product is: [CH3:1][O:2][C:3](=[O:13])[C:4]1[CH:9]=[CH:8][C:7]([O:10][CH3:11])=[N:6][C:5]=1[S:17][CH:15]([CH3:16])[CH3:14]. (2) The product is: [CH3:36][C:34]1[CH:35]=[C:26]([NH:25][C:24]([C:21]2[C:19]3[N:20]=[C:15]([NH:14][C@@H:9]4[CH2:10][CH2:11][CH2:12][CH2:13][C@@H:8]4[NH2:7])[N:16]=[CH:17][C:18]=3[S:23][CH:22]=2)=[O:37])[CH:27]=[C:28]2[C:33]=1[N:32]=[CH:31][CH:30]=[CH:29]2. Given the reactants C(OC(=O)[NH:7][C@H:8]1[CH2:13][CH2:12][CH2:11][CH2:10][C@H:9]1[NH:14][C:15]1[N:16]=[CH:17][C:18]2[S:23][CH:22]=[C:21]([C:24](=[O:37])[NH:25][C:26]3[CH:27]=[C:28]4[C:33](=[C:34]([CH3:36])[CH:35]=3)[N:32]=[CH:31][CH:30]=[CH:29]4)[C:19]=2[N:20]=1)(C)(C)C, predict the reaction product. (3) Given the reactants [CH3:1][C:2]1([CH3:16])[O:15][CH2:14][CH2:13][C:3]21[CH2:12][CH2:11][C:6]1(OCC[O:7]1)[CH2:5][CH2:4]2.Cl, predict the reaction product. The product is: [CH3:1][C:2]1([CH3:16])[C:3]2([CH2:12][CH2:11][C:6](=[O:7])[CH2:5][CH2:4]2)[CH2:13][CH2:14][O:15]1. (4) Given the reactants Cl[C:2]1[CH:7]=[C:6]([C:8]2[CH:16]=[CH:15][CH:14]=[C:13]3[C:9]=2[CH:10]=[N:11][NH:12]3)[N:5]=[C:4]2[N:17]([CH3:20])[N:18]=[CH:19][C:3]=12.[CH3:21][S:22]([C:25]1[CH:30]=[CH:29][C:28](B(O)O)=[CH:27][CH:26]=1)(=[O:24])=[O:23].C(=O)([O-])[O-].[Na+].[Na+], predict the reaction product. The product is: [NH:12]1[C:13]2[C:9](=[C:8]([C:6]3[N:5]=[C:4]4[N:17]([CH3:20])[N:18]=[CH:19][C:3]4=[C:2]([C:28]4[CH:29]=[CH:30][C:25]([S:22]([CH3:21])(=[O:24])=[O:23])=[CH:26][CH:27]=4)[CH:7]=3)[CH:16]=[CH:15][CH:14]=2)[CH:10]=[N:11]1. (5) Given the reactants C(OC([NH:8][C@@H:9]([C:39]([CH3:42])([CH3:41])[CH3:40])[C:10]([N:12]1[C@H:21]([C:22](=[O:34])[NH:23][C@H:24]2[C:33]3[C:28](=[CH:29][CH:30]=[CH:31][CH:32]=3)[CH2:27][CH2:26][CH2:25]2)[CH2:20][C:19]2[C:14](=[CH:15][C:16]([C:35]([O:37][CH3:38])=[O:36])=[CH:17][CH:18]=2)[CH2:13]1)=[O:11])=O)(C)(C)C.C(O)(C(F)(F)F)=O, predict the reaction product. The product is: [NH2:8][C@@H:9]([C:39]([CH3:42])([CH3:41])[CH3:40])[C:10]([N:12]1[C@H:21]([C:22](=[O:34])[NH:23][C@H:24]2[C:33]3[C:28](=[CH:29][CH:30]=[CH:31][CH:32]=3)[CH2:27][CH2:26][CH2:25]2)[CH2:20][C:19]2[C:14](=[CH:15][C:16]([C:35]([O:37][CH3:38])=[O:36])=[CH:17][CH:18]=2)[CH2:13]1)=[O:11]. (6) Given the reactants Cl.[CH2:2]1[C:10]2[C:5](=[C:6]([N:11]3[CH2:16][CH2:15][NH:14][CH2:13][CH2:12]3)[CH:7]=[CH:8][CH:9]=2)[CH2:4][CH2:3]1.[C:17]([O:21][C:22](=[O:32])[NH:23][C@H:24]1[CH2:29][CH2:28][C@H:27]([CH:30]=O)[CH2:26][CH2:25]1)([CH3:20])([CH3:19])[CH3:18].C(N(CC)CC)C.C(O[BH-](OC(=O)C)OC(=O)C)(=O)C.[Na+].C(=O)([O-])[O-].[K+].[K+], predict the reaction product. The product is: [C:17]([O:21][C:22](=[O:32])[NH:23][C@H:24]1[CH2:25][CH2:26][C@H:27]([CH2:30][N:14]2[CH2:13][CH2:12][N:11]([C:6]3[CH:7]=[CH:8][CH:9]=[C:10]4[C:5]=3[CH2:4][CH2:3][CH2:2]4)[CH2:16][CH2:15]2)[CH2:28][CH2:29]1)([CH3:20])([CH3:18])[CH3:19].